Regression. Given a peptide amino acid sequence and an MHC pseudo amino acid sequence, predict their binding affinity value. This is MHC class II binding data. From a dataset of Peptide-MHC class II binding affinity with 134,281 pairs from IEDB. (1) The peptide sequence is SWLEPVQFLRSVFAN. The MHC is DRB1_0404 with pseudo-sequence DRB1_0404. The binding affinity (normalized) is 0.536. (2) The peptide sequence is CIALDMMNENLGIIS. The MHC is DRB5_0101 with pseudo-sequence DRB5_0101. The binding affinity (normalized) is 0.169.